From a dataset of Catalyst prediction with 721,799 reactions and 888 catalyst types from USPTO. Predict which catalyst facilitates the given reaction. (1) Reactant: [CH3:1][S:2]([NH2:5])(=[O:4])=[O:3].[OH-].[Na+].Cl[CH2:9][C@@H:10]1[CH2:12][O:11]1.Cl. Product: [O:11]1[CH2:12][C@@H:10]1[CH2:9][NH:5][S:2]([CH3:1])(=[O:4])=[O:3]. The catalyst class is: 6. (2) Reactant: CC1C=CC(S([O-])=O)=CC=1.[Na+].[C:12]([O:15][C:16]1[N:26]=[C:25]([N:27]2[CH2:32][CH2:31][CH:30]([C:33](=[O:48])[N:34](CC=C)[S:35]([CH2:38][C:39]3[CH:44]=[CH:43][CH:42]=[CH:41][CH:40]=3)(=[O:37])=[O:36])[CH2:29][CH2:28]2)[C:24]([C:49]#[N:50])=[CH:23][C:17]=1[C:18]([O:20][CH2:21][CH3:22])=[O:19])(=[O:14])[CH3:13]. Product: [C:12]([O:15][C:16]1[N:26]=[C:25]([N:27]2[CH2:28][CH2:29][CH:30]([C:33](=[O:48])[NH:34][S:35]([CH2:38][C:39]3[CH:40]=[CH:41][CH:42]=[CH:43][CH:44]=3)(=[O:36])=[O:37])[CH2:31][CH2:32]2)[C:24]([C:49]#[N:50])=[CH:23][C:17]=1[C:18]([O:20][CH2:21][CH3:22])=[O:19])(=[O:14])[CH3:13]. The catalyst class is: 532.